Dataset: Forward reaction prediction with 1.9M reactions from USPTO patents (1976-2016). Task: Predict the product of the given reaction. (1) Given the reactants [F:1][C:2]1[CH:7]=[CH:6][CH:5]=[CH:4][C:3]=1[S:8](F)(=[O:10])=[O:9].CN([S+](N(C)C)N(C)C)C.C[Si-](F)(F)(C)C.C[Si]([C:32]([F:35])([F:34])[F:33])(C)C, predict the reaction product. The product is: [F:1][C:2]1[CH:7]=[CH:6][CH:5]=[CH:4][C:3]=1[S:8]([C:32]([F:35])([F:34])[F:33])(=[O:10])=[O:9]. (2) The product is: [Si:1]([O:18][CH2:19][CH2:20][C@H:21]([O:24][C:25]1[CH:30]=[CH:29][CH:28]=[CH:27][C:26]=1[C:31]1[CH:32]=[C:33]([F:41])[C:34]([C:37]([OH:39])=[O:38])=[N:35][CH:36]=1)[CH2:22][CH3:23])([C:14]([CH3:16])([CH3:17])[CH3:15])([C:8]1[CH:13]=[CH:12][CH:11]=[CH:10][CH:9]=1)[C:2]1[CH:7]=[CH:6][CH:5]=[CH:4][CH:3]=1. Given the reactants [Si:1]([O:18][CH2:19][CH2:20][C@H:21]([O:24][C:25]1[CH:30]=[CH:29][CH:28]=[CH:27][C:26]=1[C:31]1[CH:32]=[C:33]([F:41])[C:34]([C:37]([O:39]C)=[O:38])=[N:35][CH:36]=1)[CH2:22][CH3:23])([C:14]([CH3:17])([CH3:16])[CH3:15])([C:8]1[CH:13]=[CH:12][CH:11]=[CH:10][CH:9]=1)[C:2]1[CH:7]=[CH:6][CH:5]=[CH:4][CH:3]=1.[OH-].[Na+].C(O)(=O)CC(CC(O)=O)(C(O)=O)O, predict the reaction product. (3) Given the reactants [Br-].[O:2]=[C:3]([C:10]1[CH:15]=[CH:14][CH:13]=[CH:12][CH:11]=1)[CH2:4][S+:5]1[CH2:9][CH2:8][CH2:7][CH2:6]1.C(#N)C.[F:19][C:20]([F:47])([F:46])[C:21]([F:45])([F:44])[C:22]([F:43])([F:42])[C:23]([F:41])([F:40])[C:24]([F:39])([F:38])[C:25]([F:37])([F:36])[C:26]([F:35])([F:34])[C:27]([F:33])([F:32])[S:28]([O-:31])(=[O:30])=[O:29].[K+].C(Cl)(Cl)Cl, predict the reaction product. The product is: [F:47][C:20]([F:19])([F:46])[C:21]([F:44])([F:45])[C:22]([F:42])([F:43])[C:23]([F:40])([F:41])[C:24]([F:38])([F:39])[C:25]([F:36])([F:37])[C:26]([F:35])([F:34])[C:27]([F:33])([F:32])[S:28]([O-:31])(=[O:30])=[O:29].[O:2]=[C:3]([C:10]1[CH:15]=[CH:14][CH:13]=[CH:12][CH:11]=1)[CH2:4][S+:5]1[CH2:6][CH2:7][CH2:8][CH2:9]1. (4) Given the reactants [C:1]([N:5]=[C:6]=[O:7])([CH3:4])([CH3:3])[CH3:2].[Cl:8][C:9]1[CH:14]=[CH:13][C:12]([C:15]2[N:16]=[CH:17][N:18]([CH3:28])[C:19]=2[C:20]2[CH:25]=[CH:24][C:23]([Cl:26])=[CH:22][C:21]=2[Cl:27])=[CH:11][CH:10]=1, predict the reaction product. The product is: [C:1]([NH:5][C:6]([C:17]1[N:18]([CH3:28])[C:19]([C:20]2[CH:25]=[CH:24][C:23]([Cl:26])=[CH:22][C:21]=2[Cl:27])=[C:15]([C:12]2[CH:13]=[CH:14][C:9]([Cl:8])=[CH:10][CH:11]=2)[N:16]=1)=[O:7])([CH3:4])([CH3:3])[CH3:2].